Dataset: Full USPTO retrosynthesis dataset with 1.9M reactions from patents (1976-2016). Task: Predict the reactants needed to synthesize the given product. Given the product [NH2:39]/[C:38](=[N:50]\[OH:51])/[C:40]1[CH:48]=[CH:47][C:43]([C:44]([NH:11][C@@H:12]([CH3:28])[C:13]([N:15]2[CH2:20][CH2:19][CH:18]([O:21][CH2:22][C:23]([O:25][CH2:26][CH3:27])=[O:24])[CH2:17][CH2:16]2)=[O:14])=[O:45])=[CH:42][CH:41]=1, predict the reactants needed to synthesize it. The reactants are: C(OC([NH:11][C@@H:12]([CH3:28])[C:13]([N:15]1[CH2:20][CH2:19][CH:18]([O:21][CH2:22][C:23]([O:25][CH2:26][CH3:27])=[O:24])[CH2:17][CH2:16]1)=[O:14])=O)C1C=CC=CC=1.[H][H].C(N(CC)CC)C.[C:38]([C:40]1[CH:48]=[CH:47][C:43]([C:44](Cl)=[O:45])=[CH:42][CH:41]=1)#[N:39].Cl.[NH2:50][OH:51].Cl.